From a dataset of Forward reaction prediction with 1.9M reactions from USPTO patents (1976-2016). Predict the product of the given reaction. (1) Given the reactants [F:1][C:2]1[CH:7]=[CH:6][C:5]([C:8]2[CH:13]=[N:12][NH:11][C:10](=O)[C:9]=2[C:15]2[CH:20]=[CH:19][N:18]=[CH:17][CH:16]=2)=[CH:4][CH:3]=1.O=P(Cl)(Cl)[Cl:23], predict the reaction product. The product is: [Cl:23][C:10]1[N:11]=[N:12][CH:13]=[C:8]([C:5]2[CH:6]=[CH:7][C:2]([F:1])=[CH:3][CH:4]=2)[C:9]=1[C:15]1[CH:20]=[CH:19][N:18]=[CH:17][CH:16]=1. (2) Given the reactants [N+:1]([C:4]1[CH:9]=[CH:8][C:7]([NH:10][CH2:11][CH2:12][C:13]2[S:14][CH:15]=[CH:16][CH:17]=2)=[CH:6][CH:5]=1)([O-])=O.C1(N)C(F)=C(F)C(F)=C(N)C=1F.[ClH:30].Cl, predict the reaction product. The product is: [ClH:30].[ClH:30].[S:14]1[CH:15]=[CH:16][CH:17]=[C:13]1[CH2:12][CH2:11][NH:10][C:7]1[CH:6]=[CH:5][C:4]([NH2:1])=[CH:9][CH:8]=1.